From a dataset of Catalyst prediction with 721,799 reactions and 888 catalyst types from USPTO. Predict which catalyst facilitates the given reaction. (1) Product: [N:1]12[CH2:8][C:5]([C:9](=[O:30])/[CH:10]=[CH:39]/[C:38]([O:42][CH2:43][CH3:44])=[O:41])([CH2:6][CH2:7]1)[CH2:4][CH2:3][CH2:2]2. Reactant: [N:1]12[CH2:8][C:5]([C:9](=[O:30])[CH:10]=P(C3C=CC=CC=3)(C3C=CC=CC=3)C3C=CC=CC=3)([CH2:6][CH2:7]1)[CH2:4][CH2:3][CH2:2]2.C1(C)C=CC=CC=1.[C:38]([O:42][CH2:43][CH3:44])(=[O:41])[CH:39]=O. The catalyst class is: 22. (2) Reactant: [Br:1][C:2]1[CH:3]=[CH:4][C:5]([Cl:12])=[C:6]([CH2:8][C:9](O)=[O:10])[CH:7]=1.C(Cl)(=O)C([Cl:16])=O. Product: [Br:1][C:2]1[CH:3]=[CH:4][C:5]([Cl:12])=[C:6]([CH2:8][C:9]([Cl:16])=[O:10])[CH:7]=1. The catalyst class is: 120. (3) Reactant: [CH2:1]([N:7]1[CH2:12][CH:11]2[CH:9]([C:10]2([C:14]2[CH:19]=[CH:18][CH:17]=[C:16]([OH:20])[CH:15]=2)[CH3:13])[C:8]1=O)[CH2:2][CH2:3][CH2:4][CH2:5][CH3:6].[H-].[Al+3].[Li+].[H-].[H-].[H-]. Product: [CH2:1]([N:7]1[CH2:12][CH:11]2[CH:9]([C:10]2([C:14]2[CH:15]=[C:16]([OH:20])[CH:17]=[CH:18][CH:19]=2)[CH3:13])[CH2:8]1)[CH2:2][CH2:3][CH2:4][CH2:5][CH3:6]. The catalyst class is: 7. (4) Reactant: [C:1]([O:5][C:6]([N:8]1[CH2:13][CH2:12][CH:11]([NH:14][C@H:15]2[CH2:20][CH2:19][CH2:18][CH2:17][C@@H:16]2[CH2:21][C:22](O)=[O:23])[CH2:10][CH2:9]1)=[O:7])([CH3:4])([CH3:3])[CH3:2].C(N(C(C)C)CC)(C)C.CN(C(ON1N=NC2C=CC=NC1=2)=[N+](C)C)C.F[P-](F)(F)(F)(F)F. Product: [O:23]=[C:22]1[CH2:21][C@@H:16]2[C@H:15]([CH2:20][CH2:19][CH2:18][CH2:17]2)[N:14]1[CH:11]1[CH2:10][CH2:9][N:8]([C:6]([O:5][C:1]([CH3:3])([CH3:4])[CH3:2])=[O:7])[CH2:13][CH2:12]1. The catalyst class is: 3. (5) Reactant: [CH:1]1([C:4]2[N:5]=[C:6]3[CH:11]=[CH:10][C:9]([N:12]4[CH:17]=[CH:16][C:15]([OH:18])=[CH:14][C:13]4=[O:19])=[CH:8][N:7]3[C:20]=2[CH3:21])[CH2:3][CH2:2]1.[Cl:22][C:23]1[CH:24]=[C:25]([CH2:28]O)[S:26][CH:27]=1.C(P(CCCC)CCCC)CCC.N(C(N1CCCCC1)=O)=NC(N1CCCCC1)=O. The catalyst class is: 1. Product: [Cl:22][C:23]1[CH:24]=[C:25]([CH2:28][O:18][C:15]2[CH:16]=[CH:17][N:12]([C:9]3[CH:10]=[CH:11][C:6]4[N:7]([C:20]([CH3:21])=[C:4]([CH:1]5[CH2:3][CH2:2]5)[N:5]=4)[CH:8]=3)[C:13](=[O:19])[CH:14]=2)[S:26][CH:27]=1.